This data is from Full USPTO retrosynthesis dataset with 1.9M reactions from patents (1976-2016). The task is: Predict the reactants needed to synthesize the given product. (1) Given the product [C:48]([CH2:49][CH2:39][N:8]([CH3:6])[C:9](=[O:38])[C:10]1[CH:15]=[C:14]([N:16]2[CH2:20][CH2:19][CH2:18][C:17]2=[O:21])[CH:13]=[CH:12][C:11]=1[C:22]([N:24]1[CH2:29][CH2:28][N:27]([C:30]2[C:35]([CH3:36])=[CH:34][C:33]([CH3:37])=[CH:32][N:31]=2)[CH2:26][CH2:25]1)=[O:23])#[N:47], predict the reactants needed to synthesize it. The reactants are: C(O[C:6]([N:8]([C:39](OC(C)(C)C)=O)[C:9](=[O:38])[C:10]1[CH:15]=[C:14]([N:16]2[CH2:20][CH2:19][CH2:18][C:17]2=[O:21])[CH:13]=[CH:12][C:11]=1[C:22]([N:24]1[CH2:29][CH2:28][N:27]([C:30]2[C:35]([CH3:36])=[CH:34][C:33]([CH3:37])=[CH:32][N:31]=2)[CH2:26][CH2:25]1)=[O:23])=O)(C)(C)C.C[NH:47][CH2:48][CH2:49]C#N. (2) Given the product [Cl:1][C:2]1[CH:7]=[C:6]([Cl:8])[CH:5]=[CH:4][C:3]=1[C:9]1[N:10]([NH2:15])[CH:11]=[CH:12][C:13]=1[CH3:14], predict the reactants needed to synthesize it. The reactants are: [Cl:1][C:2]1[CH:7]=[C:6]([Cl:8])[CH:5]=[CH:4][C:3]=1[C:9]1[N:10]([N:15]2C(=O)C3C(=CC=CC=3)C2=O)[CH:11]=[CH:12][C:13]=1[CH3:14].O.NN. (3) Given the product [I:19][C:2]1[C:11]2[C:6](=[CH:7][CH:8]=[CH:9][CH:10]=2)[C:5]([CH2:12][C:13]2[CH:18]=[CH:17][N:16]=[CH:15][CH:14]=2)=[N:4][N:3]=1, predict the reactants needed to synthesize it. The reactants are: Cl[C:2]1[C:11]2[C:6](=[CH:7][CH:8]=[CH:9][CH:10]=2)[C:5]([CH2:12][C:13]2[CH:18]=[CH:17][N:16]=[CH:15][CH:14]=2)=[N:4][N:3]=1.[I-:19].[Na+].I.